This data is from Catalyst prediction with 721,799 reactions and 888 catalyst types from USPTO. The task is: Predict which catalyst facilitates the given reaction. (1) Reactant: Br[C:2]1[CH:3]=[C:4]([CH:8]=[C:9]([OH:11])[CH:10]=1)[C:5]([OH:7])=[O:6].[C:12]([Cu])#[N:13]. Product: [C:12]([C:2]1[CH:3]=[C:4]([CH:8]=[C:9]([OH:11])[CH:10]=1)[C:5]([OH:7])=[O:6])#[N:13]. The catalyst class is: 37. (2) Product: [I:8][C:9]1[CH:10]=[C:11]([NH:12][C:1]([CH3:2])=[CH:4][C:5](=[O:7])[CH3:6])[CH:13]=[C:14]([C:16]([F:18])([F:19])[F:17])[CH:15]=1. The catalyst class is: 11. Reactant: [C:1]([CH2:4][C:5](=[O:7])[CH3:6])(=O)[CH3:2].[I:8][C:9]1[CH:10]=[C:11]([CH:13]=[C:14]([C:16]([F:19])([F:18])[F:17])[CH:15]=1)[NH2:12].C1(C)C=CC(S(O)(=O)=O)=CC=1. (3) Reactant: O[C:2]1([C:8]2[S:12][C:11]3[CH:13]=[CH:14][CH:15]=[CH:16][C:10]=3[C:9]=2[CH3:17])[CH2:7][CH2:6][NH:5][CH2:4][CH2:3]1.O1C[C@H]1COC1C2C=COC=2C=CC=1. Product: [CH3:17][C:9]1[C:10]2[CH:16]=[CH:15][CH:14]=[CH:13][C:11]=2[S:12][C:8]=1[CH:2]1[CH2:3][CH2:4][NH:5][CH2:6][CH2:7]1. The catalyst class is: 5. (4) Reactant: Br[C:2]1[C:3]([C:9]2[CH:14]=[CH:13][C:12]([NH:15][S:16]([CH3:19])(=[O:18])=[O:17])=[CH:11][C:10]=2[CH3:20])=[C:4]([CH:7]=[O:8])[S:5][CH:6]=1.BrC1C(Br)=CSC=1C=O.OC1C=CC(B(O)O)=CC=1.[Cl:40][C:41]1[CH:46]=[CH:45][C:44](B(O)O)=[C:43]([O:50][CH3:51])[CH:42]=1. Product: [Cl:40][C:41]1[CH:46]=[CH:45][C:44]([C:2]2[C:3]([C:9]3[CH:14]=[CH:13][C:12]([NH:15][S:16]([CH3:19])(=[O:18])=[O:17])=[CH:11][C:10]=3[CH3:20])=[C:4]([CH:7]=[O:8])[S:5][CH:6]=2)=[C:43]([O:50][CH3:51])[CH:42]=1. The catalyst class is: 25.